Dataset: Forward reaction prediction with 1.9M reactions from USPTO patents (1976-2016). Task: Predict the product of the given reaction. Given the reactants CC(OI1(OC(C)=O)(OC(C)=O)OC(=O)C2C=CC=CC1=2)=O.[OH:23][CH2:24][CH2:25][C:26]1[CH:27]=[C:28]([CH:49]=[CH:50][CH:51]=1)[CH2:29][N:30]1[CH2:48][CH2:47][C:33]2([O:38][CH2:37][CH2:36][N:35]([C:39]([C:41]3[S:42][C:43]([CH3:46])=[CH:44][CH:45]=3)=[O:40])[CH2:34]2)[CH2:32][CH2:31]1.FC(F)(F)C(O)=O.S([O-])([O-])(=O)=S.[Na+].[Na+].C(=O)(O)[O-].[Na+], predict the reaction product. The product is: [CH3:46][C:43]1[S:42][C:41]([C:39]([N:35]2[CH2:34][C:33]3([CH2:47][CH2:48][N:30]([CH2:29][C:28]4[CH:27]=[C:26]([CH2:25][CH:24]=[O:23])[CH:51]=[CH:50][CH:49]=4)[CH2:31][CH2:32]3)[O:38][CH2:37][CH2:36]2)=[O:40])=[CH:45][CH:44]=1.